Dataset: Full USPTO retrosynthesis dataset with 1.9M reactions from patents (1976-2016). Task: Predict the reactants needed to synthesize the given product. (1) Given the product [Cl:1][C:2]1[N:7]=[C:6]([NH:8][CH2:9][CH2:10][OH:11])[C:5]([C:14]2[S:13][CH:17]=[CH:16][CH:15]=2)=[CH:4][N:3]=1, predict the reactants needed to synthesize it. The reactants are: [Cl:1][C:2]1[N:7]=[C:6]([NH:8][CH2:9][CH2:10][OH:11])[C:5](I)=[CH:4][N:3]=1.[S:13]1[CH:17]=[CH:16][CH:15]=[C:14]1B(O)O. (2) The reactants are: [Cl:1][C:2]1[CH:7]=[CH:6][CH:5]=[CH:4][C:3]=1[C:8]1[CH:9]=[N:10][C:11]2[N:12]([N:21]=[C:22](SC)[C:23]=2[C:24](=[O:31])[NH:25][CH:26]2[CH2:30][CH2:29][CH2:28][CH2:27]2)[C:13]=1[C:14]1[CH:19]=[CH:18][C:17]([Cl:20])=[CH:16][CH:15]=1.Cl[C:35]1C=CC=C(C(OO)=O)C=1.[S:45]([O-:49])([O-])(=[O:47])=S.[Na+].[Na+]. Given the product [Cl:1][C:2]1[CH:7]=[CH:6][CH:5]=[CH:4][C:3]=1[C:8]1[CH:9]=[N:10][C:11]2[N:12]([N:21]=[C:22]([S:45]([CH3:35])(=[O:49])=[O:47])[C:23]=2[C:24](=[O:31])[NH:25][CH:26]2[CH2:30][CH2:29][CH2:28][CH2:27]2)[C:13]=1[C:14]1[CH:15]=[CH:16][C:17]([Cl:20])=[CH:18][CH:19]=1, predict the reactants needed to synthesize it. (3) The reactants are: O.NN.[Cl:4][C:5]1[CH:10]=[CH:9][C:8]([CH:11]([CH3:13])[CH3:12])=[C:7]([N+:14]([O-])=O)[CH:6]=1.C. Given the product [Cl:4][C:5]1[CH:10]=[CH:9][C:8]([CH:11]([CH3:13])[CH3:12])=[C:7]([CH:6]=1)[NH2:14], predict the reactants needed to synthesize it. (4) The reactants are: [CH2:1]([O:8][NH:9][S:10]([C:13]1[CH:18]=[CH:17][CH:16]=[CH:15][C:14]=1[N+:19]([O-:21])=[O:20])(=[O:12])=[O:11])[C:2]1[CH:7]=[CH:6][CH:5]=[CH:4][CH:3]=1.O[C@@H:23]1[CH2:28][N:27]([C:29]([O:31][C:32]([CH3:35])([CH3:34])[CH3:33])=[O:30])[C@H:26]([C:36]([O:38][CH2:39][CH3:40])=[O:37])[CH2:25][CH2:24]1.C1C=CC(P(C2C=CC=CC=2)C2C=CC=CC=2)=CC=1.CCOC(/N=N/C(OCC)=O)=O. Given the product [CH2:1]([O:8][N:9]([C@H:23]1[CH2:28][N:27]([C:29]([O:31][C:32]([CH3:33])([CH3:34])[CH3:35])=[O:30])[C@H:26]([C:36]([O:38][CH2:39][CH3:40])=[O:37])[CH2:25][CH2:24]1)[S:10]([C:13]1[CH:18]=[CH:17][CH:16]=[CH:15][C:14]=1[N+:19]([O-:21])=[O:20])(=[O:12])=[O:11])[C:2]1[CH:7]=[CH:6][CH:5]=[CH:4][CH:3]=1, predict the reactants needed to synthesize it. (5) Given the product [Br:12][C:5]1[CH:6]=[CH:7][CH:8]=[C:9]2[C:4]=1[C:3](=[O:13])[N:26]([CH2:25][CH2:24][C:15]1[CH:16]=[CH:17][C:18]3[C:23](=[CH:22][CH:21]=[CH:20][CH:19]=3)[N:14]=1)[CH2:10]2, predict the reactants needed to synthesize it. The reactants are: CO[C:3](=[O:13])[C:4]1[C:9]([CH2:10]Br)=[CH:8][CH:7]=[CH:6][C:5]=1[Br:12].[N:14]1[C:23]2[C:18](=[CH:19][CH:20]=[CH:21][CH:22]=2)[CH:17]=[CH:16][C:15]=1[CH2:24][CH2:25][NH2:26]. (6) Given the product [CH3:1][C:2]1[N:3]=[N:4][N:5]([CH2:7][C:8]2[CH:22]=[C:21]([C:23]([F:25])([F:24])[F:26])[CH:20]=[CH:19][C:9]=2[O:10][CH2:11][C:12]([OH:14])=[O:13])[N:6]=1, predict the reactants needed to synthesize it. The reactants are: [CH3:1][C:2]1[N:3]=[N:4][N:5]([CH2:7][C:8]2[CH:22]=[C:21]([C:23]([F:26])([F:25])[F:24])[CH:20]=[CH:19][C:9]=2[O:10][CH2:11][C:12]([O:14]C(C)(C)C)=[O:13])[N:6]=1.C(O)(C(F)(F)F)=O. (7) Given the product [CH2:13]([O:12][C:10]([C:5]12[CH2:4][CH2:3][C:2]([NH:1][CH2:23][C:24]([N:26]3[CH2:30][C@@H:29]([F:31])[CH2:28][C@H:27]3[C:32]#[N:33])=[O:25])([CH2:9][CH2:8]1)[CH2:7][CH2:6]2)=[O:11])[CH3:14], predict the reactants needed to synthesize it. The reactants are: [NH2:1][C:2]12[CH2:9][CH2:8][C:5]([C:10]([O:12][CH2:13][CH3:14])=[O:11])([CH2:6][CH2:7]1)[CH2:4][CH2:3]2.C(NC(C)C)(C)C.Br[CH2:23][C:24]([N:26]1[CH2:30][C@@H:29]([F:31])[CH2:28][C@H:27]1[C:32]#[N:33])=[O:25].O.